From a dataset of Forward reaction prediction with 1.9M reactions from USPTO patents (1976-2016). Predict the product of the given reaction. Given the reactants [O:1]=[S:2]1(=[O:19])[CH2:6][CH2:5][CH2:4][C:3]1=[CH:7][C:8]1[CH:13]=[CH:12][C:11]([CH:14]([CH3:18])[C:15]([OH:17])=[O:16])=[CH:10][CH:9]=1, predict the reaction product. The product is: [O:1]=[S:2]1(=[O:19])[CH2:6][CH2:5][CH2:4][CH:3]1[CH2:7][C:8]1[CH:13]=[CH:12][C:11]([CH:14]([CH3:18])[C:15]([OH:17])=[O:16])=[CH:10][CH:9]=1.